Dataset: Experimentally validated miRNA-target interactions with 360,000+ pairs, plus equal number of negative samples. Task: Binary Classification. Given a miRNA mature sequence and a target amino acid sequence, predict their likelihood of interaction. The miRNA is mmu-miR-214-3p with sequence ACAGCAGGCACAGACAGGCAGU. The protein sequence of the target gene is MPKVVSRSVVCSDTRDREEYDDGEKPLHVYYCLCGQMVLVLDCQLEKLPMRPRDRSRVIDAAKHAHKFCNTEDEETTYLRRPEGIERQYRKKCAKCGLPLFYQSQPKNAPVTFIVDGAVVKFGQGFGKTNIYTQKQEPPKKVMMTKRTKDMGKFSSVTVSTIDEEEEEIEAREVADSYAQNAKVIEKQLERKGMSKRRLQELAELEAKKAKMKGTLIDNQFK. Result: 1 (interaction).